Dataset: Forward reaction prediction with 1.9M reactions from USPTO patents (1976-2016). Task: Predict the product of the given reaction. (1) Given the reactants [CH3:1][CH:2]([CH3:30])[CH2:3][CH:4]([NH:20][C:21]1[CH:29]=[CH:28][C:24]([C:25]([OH:27])=O)=[CH:23][N:22]=1)[C:5]1[CH:10]=[CH:9][C:8]([N:11]2[CH:15]=[C:14]([C:16]([F:19])([F:18])[F:17])[CH:13]=[N:12]2)=[CH:7][CH:6]=1.CN(C(ON1N=NC2C=CC=NC1=2)=[N+](C)C)C.F[P-](F)(F)(F)(F)F.Cl.[NH2:56][CH2:57][CH2:58][C:59]([O:61][CH3:62])=[O:60].C(N(C(C)C)CC)(C)C, predict the reaction product. The product is: [CH3:30][CH:2]([CH3:1])[CH2:3][CH:4]([NH:20][C:21]1[CH:29]=[CH:28][C:24]([C:25]([NH:56][CH2:57][CH2:58][C:59]([O:61][CH3:62])=[O:60])=[O:27])=[CH:23][N:22]=1)[C:5]1[CH:6]=[CH:7][C:8]([N:11]2[CH:15]=[C:14]([C:16]([F:18])([F:17])[F:19])[CH:13]=[N:12]2)=[CH:9][CH:10]=1. (2) Given the reactants [F:1][C:2]([C:5]1[O:9][C:8]([CH2:10][N:11]2[N:15]=[C:14]([NH2:16])[CH:13]=[N:12]2)=[CH:7][CH:6]=1)([F:4])[CH3:3].[CH3:17][C:18]1[O:19][C:20]([C:26]2[CH:31]=[CH:30][CH:29]=[C:28]([C:32]([F:35])([F:34])[F:33])[CH:27]=2)=[C:21]([C:23](O)=[O:24])[N:22]=1, predict the reaction product. The product is: [F:4][C:2]([C:5]1[O:9][C:8]([CH2:10][N:11]2[N:15]=[C:14]([NH:16][C:23]([C:21]3[N:22]=[C:18]([CH3:17])[O:19][C:20]=3[C:26]3[CH:31]=[CH:30][CH:29]=[C:28]([C:32]([F:35])([F:33])[F:34])[CH:27]=3)=[O:24])[CH:13]=[N:12]2)=[CH:7][CH:6]=1)([F:1])[CH3:3]. (3) The product is: [C:9](=[O:18])([O:5][C:1]1([CH3:27])[CH2:4][CH2:3][CH2:2]1)[O:10][N:11]1[C:15](=[O:16])[CH2:14][CH2:13][C:12]1=[O:17]. Given the reactants [C:1]1(=[O:5])[CH2:4][CH2:3][CH2:2]1.C[Mg]Br.[C:9](=O)([O:18]N1C(=O)CCC1=O)[O:10][N:11]1[C:15](=[O:16])[CH2:14][CH2:13][C:12]1=[O:17].[CH2:27](N(CC)CC)C, predict the reaction product. (4) Given the reactants [CH2:1]([O:3][C:4]([N:6]1[C:15]2[C:10](=[N:11][C:12]([O:16][CH3:17])=[CH:13][CH:14]=2)[C@@H:9]([NH2:18])[CH2:8][C@H:7]1[CH2:19][CH3:20])=[O:5])[CH3:2].Cl[C:22]1[N:27]=[C:26]([O:28][CH3:29])[CH:25]=[C:24]([O:30][CH3:31])[N:23]=1.C(N(CC)C(C)C)(C)C, predict the reaction product. The product is: [CH2:1]([O:3][C:4]([N:6]1[C:15]2[C:10](=[N:11][C:12]([O:16][CH3:17])=[CH:13][CH:14]=2)[C@@H:9]([NH:18][C:22]2[N:27]=[C:26]([O:28][CH3:29])[CH:25]=[C:24]([O:30][CH3:31])[N:23]=2)[CH2:8][C@H:7]1[CH2:19][CH3:20])=[O:5])[CH3:2]. (5) Given the reactants [Cl:1][C:2]1[CH:7]=[CH:6][C:5]([C@H:8]2[N:15]3[C:11]([S:12][C:13]([C:19]([OH:21])=O)=[C:14]3[CH:16]([CH3:18])[CH3:17])=[N:10][C@H:9]2[C:22]2[CH:27]=[CH:26][C:25]([Cl:28])=[CH:24][CH:23]=2)=[CH:4][CH:3]=1.[N:29]1([CH2:35][CH2:36][OH:37])[CH2:34][CH2:33][NH:32][CH2:31][CH2:30]1, predict the reaction product. The product is: [Cl:1][C:2]1[CH:3]=[CH:4][C:5]([C@H:8]2[N:15]3[C:11]([S:12][C:13]([C:19]([N:32]4[CH2:33][CH2:34][N:29]([CH2:35][CH2:36][OH:37])[CH2:30][CH2:31]4)=[O:21])=[C:14]3[CH:16]([CH3:18])[CH3:17])=[N:10][C@H:9]2[C:22]2[CH:23]=[CH:24][C:25]([Cl:28])=[CH:26][CH:27]=2)=[CH:6][CH:7]=1. (6) The product is: [CH3:30][N:26]1[CH:27]=[CH:28][CH:29]=[C:25]1[C:23]1[CH:24]=[C:19]2[C:20](=[CH:21][C:22]=1[C:31]([F:32])([F:33])[F:34])[NH:35][C:36](=[O:37])[N:6]([NH:5][S:2]([CH3:1])(=[O:4])=[O:3])[C:18]2=[O:17]. Given the reactants [CH3:1][S:2]([NH:5][NH2:6])(=[O:4])=[O:3].CCN(C(C)C)C(C)C.C[O:17][C:18](=O)[C:19]1[CH:24]=[C:23]([C:25]2[N:26]([CH3:30])[CH:27]=[CH:28][CH:29]=2)[C:22]([C:31]([F:34])([F:33])[F:32])=[CH:21][C:20]=1[NH:35][C:36](OC1C=CC(Cl)=CC=1)=[O:37], predict the reaction product. (7) Given the reactants [C:1]([O:4][CH:5]([C@@H:8]1[CH2:12][C:11](=[O:13])[C@H:10]([N:14]2[C:18]3[N:19]=[C:20]([NH2:24])[NH:21][C:22](=[O:23])[C:17]=3[S:16][C:15]2=[O:25])[O:9]1)[CH2:6][CH3:7])(=[O:3])[CH3:2].[H-].C(O[Al](OC(C)(C)C)OC(C)(C)C)(C)(C)C.[Li+], predict the reaction product. The product is: [C:1]([O:4][CH:5]([C@@H:8]1[CH2:12][C@H:11]([OH:13])[C@H:10]([N:14]2[C:18]3[N:19]=[C:20]([NH2:24])[NH:21][C:22](=[O:23])[C:17]=3[S:16][C:15]2=[O:25])[O:9]1)[CH2:6][CH3:7])(=[O:3])[CH3:2]. (8) Given the reactants [F:1][C:2]1[CH:3]=[N:4][C:5]2[C:10]([C:11]=1[CH2:12][CH2:13][N:14]1[CH2:19][CH2:18][C:17]([NH:24]C(OCC3C=CC=CC=3)=O)([C:20]([O:22][CH3:23])=[O:21])[CH2:16][CH2:15]1)=[CH:9][C:8]([O:35][CH3:36])=[CH:7][CH:6]=2, predict the reaction product. The product is: [NH2:24][C:17]1([C:20]([O:22][CH3:23])=[O:21])[CH2:16][CH2:15][N:14]([CH2:13][CH2:12][C:11]2[C:10]3[C:5](=[CH:6][CH:7]=[C:8]([O:35][CH3:36])[CH:9]=3)[N:4]=[CH:3][C:2]=2[F:1])[CH2:19][CH2:18]1. (9) Given the reactants [C:1]([C:3]1[CH:4]=[C:5]([NH:9][C:10](=[O:12])[CH3:11])[CH:6]=[CH:7][CH:8]=1)#[N:2].[C:13](OC)(=[O:21])[C:14]1[C:15](=[CH:17][CH:18]=[CH:19][CH:20]=1)[SH:16].C(N(CC)CC)C, predict the reaction product. The product is: [O:21]=[C:13]1[C:14]2[CH:20]=[CH:19][CH:18]=[CH:17][C:15]=2[S:16][C:1]([C:3]2[CH:4]=[C:5]([NH:9][C:10](=[O:12])[CH3:11])[CH:6]=[CH:7][CH:8]=2)=[N:2]1. (10) Given the reactants [C:1](Cl)(=[O:3])[CH3:2].[CH3:5][N:6]1[C:14]2[CH:13]=[C:12]([C:15]3[CH:20]=[CH:19][C:18]([O:21][CH2:22][CH2:23][CH2:24][NH:25][CH3:26])=[C:17]([C:27]([F:30])([F:29])[F:28])[CH:16]=3)[N:11]=[C:10]([C:31]#[N:32])[C:9]=2[N:8]=[CH:7]1.C(N(C(C)C)CC)(C)C, predict the reaction product. The product is: [C:1]([N:25]([CH2:24][CH2:23][CH2:22][O:21][C:18]1[CH:19]=[CH:20][C:15]([C:12]2[N:11]=[C:10]([C:31]#[N:32])[C:9]3[N:8]=[CH:7][N:6]([CH3:5])[C:14]=3[CH:13]=2)=[CH:16][C:17]=1[C:27]([F:30])([F:29])[F:28])[CH3:26])(=[O:3])[CH3:2].